Dataset: Catalyst prediction with 721,799 reactions and 888 catalyst types from USPTO. Task: Predict which catalyst facilitates the given reaction. Reactant: [CH:1]1([CH2:4][CH2:5][NH:6][C:7]([C:9]2[N:10]=[N:11][C:12](Cl)=[CH:13][CH:14]=2)=[O:8])[CH2:3][CH2:2]1.[NH:16]1[CH2:21][CH2:20][NH:19][CH2:18][CH2:17]1. The catalyst class is: 10. Product: [CH:1]1([CH2:4][CH2:5][NH:6][C:7]([C:9]2[N:10]=[N:11][C:12]([N:16]3[CH2:21][CH2:20][NH:19][CH2:18][CH2:17]3)=[CH:13][CH:14]=2)=[O:8])[CH2:3][CH2:2]1.